From a dataset of Full USPTO retrosynthesis dataset with 1.9M reactions from patents (1976-2016). Predict the reactants needed to synthesize the given product. (1) Given the product [C:58]1([NH:57][C:55]([C:51]2[N:50]([NH:49][C:13]([C@@H:9]3[CH2:10][CH2:11][CH2:12][N:8]3[C:6]([O:5][C:1]([CH3:2])([CH3:3])[CH3:4])=[O:7])=[O:15])[CH:54]=[CH:53][CH:52]=2)=[O:56])[CH:59]=[CH:60][CH:61]=[CH:62][CH:63]=1, predict the reactants needed to synthesize it. The reactants are: [C:1]([O:5][C:6]([N:8]1[CH2:12][CH2:11][CH2:10][C@H:9]1[C:13]([OH:15])=O)=[O:7])([CH3:4])([CH3:3])[CH3:2].CN(C(ON1N=NC2C=CC=NC1=2)=[N+](C)C)C.F[P-](F)(F)(F)(F)F.CCN(C(C)C)C(C)C.[NH2:49][N:50]1[CH:54]=[CH:53][CH:52]=[C:51]1[C:55]([NH:57][C:58]1[CH:63]=[CH:62][CH:61]=[CH:60][CH:59]=1)=[O:56]. (2) Given the product [CH3:8][C@@H:7]([C@@H:9]1[C@@:27]2([CH3:28])[CH2:26][CH2:25][C@@H:24]3[C@@:22]4([CH3:23])[CH2:21][CH2:20][C@H:18]([O:19][C:35]([C:36]([CH3:38])=[CH2:37])=[O:39])[CH2:17][C:16]4=[CH:15][CH2:14][C@H:13]3[C@@H:12]2[CH2:11][CH2:10]1)[CH2:6][CH2:5][CH2:4][CH:2]([CH3:1])[CH3:3], predict the reactants needed to synthesize it. The reactants are: [CH3:1][CH:2]([CH2:4][CH2:5][CH2:6][C@H:7]([C@@H:9]1[C@:27]2([CH3:28])[C@H:12]([C@H:13]3[C@H:24]([CH2:25][CH2:26]2)[C@:22]2([CH3:23])[C:16]([CH2:17][C@H:18]([CH2:20][CH2:21]2)[OH:19])=[CH:15][CH2:14]3)[CH2:11][CH2:10]1)[CH3:8])[CH3:3].N1C=CC=CC=1.[C:35](Cl)(=[O:39])[C:36]([CH3:38])=[CH2:37].